Dataset: Full USPTO retrosynthesis dataset with 1.9M reactions from patents (1976-2016). Task: Predict the reactants needed to synthesize the given product. (1) The reactants are: [F:1][C:2]1[CH:3]=[C:4]([C:9]2[O:13][N:12]=[CH:11][C:10]=2[C:14](OCC)=[O:15])[CH:5]=[CH:6][C:7]=1[F:8].[H-].C([Al+]CC(C)C)C(C)C.Cl. Given the product [F:1][C:2]1[CH:3]=[C:4]([C:9]2[O:13][N:12]=[CH:11][C:10]=2[CH2:14][OH:15])[CH:5]=[CH:6][C:7]=1[F:8], predict the reactants needed to synthesize it. (2) Given the product [C:12]([O:11][C:9]([N:16]1[C:19]2([CH2:22][CH2:21][CH2:20]2)[CH2:18][C:17]1=[O:23])=[O:10])([CH3:13])([CH3:14])[CH3:15], predict the reactants needed to synthesize it. The reactants are: [C:9](O[C:9]([O:11][C:12]([CH3:15])([CH3:14])[CH3:13])=[O:10])([O:11][C:12]([CH3:15])([CH3:14])[CH3:13])=[O:10].[NH:16]1[C:19]2([CH2:22][CH2:21][CH2:20]2)[CH2:18][C:17]1=[O:23].C(N(CC)CC)C. (3) Given the product [C:1]([C:3]1[CH:4]=[C:5]([CH:43]=[C:44]([C:46]([F:47])([F:49])[F:48])[CH:45]=1)[CH2:6][N:7]([CH2:21][C:22]1[CH:27]=[C:26]([O:28][CH3:29])[C:25]([O:30][CH3:31])=[CH:24][C:23]=1[C:32]1[C:37]([O:38][CH3:39])=[CH:36][CH:35]=[C:34]([CH:40]([CH3:42])[CH3:41])[N:33]=1)[C:8]1[N:9]=[CH:10][C:11]([O:14][CH2:15][CH2:16][CH2:17][C:18]([OH:20])=[O:19])=[CH:12][N:13]=1)#[N:2], predict the reactants needed to synthesize it. The reactants are: [C:1]([C:3]1[CH:4]=[C:5]([CH:43]=[C:44]([C:46]([F:49])([F:48])[F:47])[CH:45]=1)[CH2:6][N:7]([CH2:21][C:22]1[CH:27]=[C:26]([O:28][CH3:29])[C:25]([O:30][CH3:31])=[CH:24][C:23]=1[C:32]1[C:37]([O:38][CH3:39])=[CH:36][CH:35]=[C:34]([C:40]([CH3:42])=[CH2:41])[N:33]=1)[C:8]1[N:13]=[CH:12][C:11]([O:14][CH2:15][CH2:16][CH2:17][C:18]([OH:20])=[O:19])=[CH:10][N:9]=1)#[N:2]. (4) Given the product [C:20]([NH:4][C:3]1[C:5]([N+:10]([O-:12])=[O:11])=[CH:6][CH:7]=[C:14]2[C:13]([O:16][C:17](=[O:19])[C:18]=12)=[O:15])(=[O:22])[CH3:21], predict the reactants needed to synthesize it. The reactants are: CC1C(C)=[CH:7][CH:6]=[C:5]([N+:10]([O-:12])=[O:11])[C:3]=1[NH2:4].[C:13]([O:16][C:17](=[O:19])[CH3:18])(=[O:15])[CH3:14].[C:20](O)(=[O:22])[CH3:21].